This data is from Reaction yield outcomes from USPTO patents with 853,638 reactions. The task is: Predict the reaction yield, written as a fraction of the theoretical maximum amount of product (1.0 means a 100% yield; for example, 0.34 means a 34% yield). (1) The reactants are F[B-](F)(F)F.[CH3:22][O:21][C:18]1[CH:19]=[CH:20][C:15]([I+][C:15]2[CH:20]=[CH:19][C:18]([O:21][CH3:22])=[CH:17][CH:16]=2)=[CH:16][CH:17]=1.[Cl:23][C:24]1[CH:25]=[C:26]([CH:31]=[C:32]([Cl:35])[C:33]=1[OH:34])[C:27]([O:29][CH3:30])=[O:28].CCN(CC)CC. The catalyst is C(Cl)Cl.[Cu]. The product is [Cl:23][C:24]1[CH:25]=[C:26]([CH:31]=[C:32]([Cl:35])[C:33]=1[O:34][C:15]1[CH:16]=[CH:17][C:18]([O:21][CH3:22])=[CH:19][CH:20]=1)[C:27]([O:29][CH3:30])=[O:28]. The yield is 0.550. (2) The yield is 0.360. The product is [Br:24][C:25]1[CH:33]=[CH:32][C:31]([Cl:34])=[CH:30][C:26]=1[C:27]1[O:15][N:14]=[C:13]([CH2:12][N:8]2[C:9]3[C:5](=[C:4]([C:20]([F:22])([F:23])[F:21])[C:3]([C:1]#[N:2])=[CH:11][CH:10]=3)[CH:6]=[C:7]2[CH2:17][CH2:18][CH3:19])[N:16]=1. The reactants are [C:1]([C:3]1[C:4]([C:20]([F:23])([F:22])[F:21])=[C:5]2[C:9](=[CH:10][CH:11]=1)[N:8]([CH2:12][C:13](=[NH:16])[NH:14][OH:15])[C:7]([CH2:17][CH2:18][CH3:19])=[CH:6]2)#[N:2].[Br:24][C:25]1[CH:33]=[CH:32][C:31]([Cl:34])=[CH:30][C:26]=1[C:27](Cl)=O.C(N(CC)CC)C. The catalyst is C(#N)C. (3) The reactants are [CH:1]1([N:7]([CH3:24])[C:8]([C:10]2[CH:23]=[CH:22][C:13]3[N:14]([CH2:18][CH2:19][CH2:20][OH:21])[C:15]([NH2:17])=[N:16][C:12]=3[CH:11]=2)=[O:9])[CH2:6][CH2:5][CH2:4][CH2:3][CH2:2]1.[S:25]1[CH:29]=[CH:28][CH:27]=[C:26]1[C:30](Cl)=[O:31]. The catalyst is N1C=CC=CC=1. The product is [CH:1]1([N:7]([CH3:24])[C:8]([C:10]2[CH:23]=[CH:22][C:13]3[N:14]([CH2:18][CH2:19][CH2:20][O:21][C:30]([C:26]4[S:25][CH:29]=[CH:28][CH:27]=4)=[O:31])[C:15]([NH:17][C:30]([C:26]4[S:25][CH:29]=[CH:28][CH:27]=4)=[O:31])=[N:16][C:12]=3[CH:11]=2)=[O:9])[CH2:2][CH2:3][CH2:4][CH2:5][CH2:6]1. The yield is 0.430. (4) The reactants are C([O:5][C:6](=[O:30])[C:7]1[CH:12]=[CH:11][CH:10]=[C:9]([C:13]2[CH:14]=[C:15]3[C:21]([C:22]4[CH:27]=[CH:26][CH:25]=[CH:24][C:23]=4[O:28][CH3:29])=[CH:20][NH:19][C:16]3=[N:17][CH:18]=2)[CH:8]=1)(C)(C)C.Br.SCC(O)=O. The catalyst is C(O)(=O)C. The product is [CH3:29][O:28][C:23]1[CH:24]=[CH:25][CH:26]=[CH:27][C:22]=1[C:21]1[C:15]2[C:16](=[N:17][CH:18]=[C:13]([C:9]3[CH:8]=[C:7]([CH:12]=[CH:11][CH:10]=3)[C:6]([OH:30])=[O:5])[CH:14]=2)[NH:19][CH:20]=1. The yield is 0.670. (5) The reactants are [F:1][C:2]([F:11])([F:10])[C:3]1[C:4]([NH2:9])=[N:5][CH:6]=[CH:7][CH:8]=1.Cl[CH2:13][C:14](=O)[CH3:15].C(=O)(O)[O-].[Na+].[I-].[Na+]. The catalyst is C(O)C. The product is [CH3:15][C:14]1[N:9]=[C:4]2[C:3]([C:2]([F:1])([F:10])[F:11])=[CH:8][CH:7]=[CH:6][N:5]2[CH:13]=1. The yield is 0.510. (6) The reactants are [CH3:1][O:2][CH2:3][C@H:4]([CH3:38])[O:5][C:6]1[CH:7]=[C:8]([C:23]2[NH:27][C:26]([C:28]([O:30]CC3C=CC=CC=3)=[O:29])=[CH:25][CH:24]=2)[CH:9]=[C:10]([O:12][C:13]2[CH:18]=[N:17][C:16]([S:19]([CH3:22])(=[O:21])=[O:20])=[CH:15][N:14]=2)[CH:11]=1. The catalyst is CO.[C].[Pd]. The product is [CH3:1][O:2][CH2:3][C@H:4]([CH3:38])[O:5][C:6]1[CH:7]=[C:8]([C:23]2[NH:27][C:26]([C:28]([OH:30])=[O:29])=[CH:25][CH:24]=2)[CH:9]=[C:10]([O:12][C:13]2[CH:18]=[N:17][C:16]([S:19]([CH3:22])(=[O:21])=[O:20])=[CH:15][N:14]=2)[CH:11]=1. The yield is 0.860. (7) The reactants are [CH:1]1([S:4]([CH:7]([C:11]2[CH:16]=[CH:15][CH:14]=[CH:13][CH:12]=2)C(O)=O)(=[O:6])=[O:5])[CH2:3][CH2:2]1.C1C(=O)N([I:24])C(=O)C1. No catalyst specified. The product is [CH:1]1([S:4]([CH:7]([I:24])[C:11]2[CH:16]=[CH:15][CH:14]=[CH:13][CH:12]=2)(=[O:6])=[O:5])[CH2:3][CH2:2]1. The yield is 0.320.